Dataset: Forward reaction prediction with 1.9M reactions from USPTO patents (1976-2016). Task: Predict the product of the given reaction. (1) Given the reactants [CH:1]([N:4]1[C:8]([C:9]2[S:10][C:11]3[CH2:12][CH2:13][O:14][C:15]4[CH:22]=[C:21]([CH:23]5[CH2:26][N:25](CC(N)=O)[CH2:24]5)[CH:20]=[CH:19][C:16]=4[C:17]=3[N:18]=2)=[N:7][CH:6]=[N:5]1)([CH3:3])[CH3:2].Br[CH2:32][C:33]([O:35][C:36]([CH3:39])([CH3:38])[CH3:37])=[O:34], predict the reaction product. The product is: [C:36]([O:35][C:33](=[O:34])[CH2:32][N:25]1[CH2:26][CH:23]([C:21]2[CH:20]=[CH:19][C:16]3[C:17]4[N:18]=[C:9]([C:8]5[N:4]([CH:1]([CH3:3])[CH3:2])[N:5]=[CH:6][N:7]=5)[S:10][C:11]=4[CH2:12][CH2:13][O:14][C:15]=3[CH:22]=2)[CH2:24]1)([CH3:39])([CH3:38])[CH3:37]. (2) The product is: [N:27]1([C:31](=[O:40])[CH2:32][C:33]2[CH:34]=[N:35][C:36]([O:20][CH2:19][CH2:18][C@@H:16]3[CH2:17][C@@H:15]3[CH:12]3[CH2:13][CH2:14][N:9]([C:6]4[N:7]=[CH:8][C:3]([CH2:1][CH3:2])=[CH:4][N:5]=4)[CH2:10][CH2:11]3)=[CH:37][CH:38]=2)[CH2:30][CH2:29][CH2:28]1. Given the reactants [CH2:1]([C:3]1[CH:4]=[N:5][C:6]([N:9]2[CH2:14][CH2:13][CH:12]([C@H:15]3[CH2:17][C@H:16]3[CH2:18][CH2:19][OH:20])[CH2:11][CH2:10]2)=[N:7][CH:8]=1)[CH3:2].CC(C)([O-])C.[K+].[N:27]1([C:31](=[O:40])[CH2:32][C:33]2[CH:34]=[N:35][C:36](Cl)=[CH:37][CH:38]=2)[CH2:30][CH2:29][CH2:28]1, predict the reaction product. (3) Given the reactants [CH2:1]([N:8]1[CH:14]([CH3:15])[CH2:13][CH2:12][O:11][CH2:10][C:9]1=O)[C:2]1[CH:7]=[CH:6][CH:5]=[CH:4][CH:3]=1, predict the reaction product. The product is: [CH2:1]([N:8]1[CH:14]([CH3:15])[CH2:13][CH2:12][O:11][CH2:10][CH2:9]1)[C:2]1[CH:3]=[CH:4][CH:5]=[CH:6][CH:7]=1. (4) Given the reactants [C:1]([C:3]([C:9]#[N:10])=[C:4](C#N)C#N)#[N:2].N[C:12](N)=[O:13].C[CH2:16][O:17]CC, predict the reaction product. The product is: [CH3:16][O:17][C:4]([O:13][CH3:12])=[C:3]([C:9]#[N:10])[C:1]#[N:2]. (5) The product is: [CH:1]1([CH2:4][N:5]2[C:10]3=[N:11][N:12]([CH2:27][C:21]4[C:20]5[C:24](=[CH:25][CH:26]=[C:18]([C:17]([F:30])([F:29])[F:16])[CH:19]=5)[NH:23][CH:22]=4)[C:37]([C:33]4[N:32]([CH3:31])[CH:36]=[CH:35][CH:34]=4)=[C:9]3[C:8](=[O:13])[N:7]([CH3:14])[C:6]2=[O:15])[CH2:2][CH2:3]1. Given the reactants [CH:1]1([CH2:4][N:5]2[C:10]([NH:11][NH2:12])=[CH:9][C:8](=[O:13])[N:7]([CH3:14])[C:6]2=[O:15])[CH2:3][CH2:2]1.[F:16][C:17]([F:30])([F:29])[C:18]1[CH:19]=[C:20]2[C:24](=[CH:25][CH:26]=1)[NH:23][CH:22]=[C:21]2[CH:27]=O.[CH3:31][N:32]1[CH:36]=[CH:35][CH:34]=[C:33]1[CH:37]=O, predict the reaction product. (6) Given the reactants [N:1]1([C:7]2[O:8][C:9]3[C:14]([C:15](=[O:17])[CH:16]=2)=[CH:13][CH:12]=[CH:11][C:10]=3B2OC(C)(C)C(C)(C)O2)[CH2:6][CH2:5][O:4][CH2:3][CH2:2]1.[Br-].[C:28]1([C:35]2[CH:40]=[CH:39][CH:38]=[CH:37][CH:36]=2)[C:29]([NH2:34])=[CH:30][CH:31]=[CH:32][CH:33]=1.C([O-])([O-])=O.[K+].[K+].O1CCOCC1, predict the reaction product. The product is: [NH2:34][C:29]1[C:28]([C:35]2[CH:36]=[CH:37][CH:38]=[CH:39][CH:40]=2)=[CH:33][C:32]([C:10]2[CH:11]=[CH:12][CH:13]=[C:14]3[C:9]=2[O:8][C:7]([N:1]2[CH2:2][CH2:3][O:4][CH2:5][CH2:6]2)=[CH:16][C:15]3=[O:17])=[CH:31][CH:30]=1.